Dataset: Catalyst prediction with 721,799 reactions and 888 catalyst types from USPTO. Task: Predict which catalyst facilitates the given reaction. (1) Reactant: F[C:2]1[C:3]([CH3:19])=[C:4]([CH:9]=[CH:10][C:11]=1[C:12]([F:18])([F:17])[C:13]([F:16])([F:15])[F:14])[C:5]([O:7][CH3:8])=[O:6].CN(C)C=O.[CH3:25][S-:26].[Na+]. Product: [CH3:19][C:3]1[C:2]([S:26][CH3:25])=[C:11]([C:12]([F:18])([F:17])[C:13]([F:16])([F:15])[F:14])[CH:10]=[CH:9][C:4]=1[C:5]([O:7][CH3:8])=[O:6]. The catalyst class is: 13. (2) Reactant: [Br:1][C:2]1[CH:7]=[CH:6][C:5]([CH2:8]Br)=[CH:4][CH:3]=1.[NH:10]1[C:14]2[CH:15]=[CH:16][CH:17]=[CH:18][C:13]=2[N:12]=[CH:11]1.[OH-].[K+].C(=O)([O-])[O-].[K+].[K+]. Product: [Br:1][C:2]1[CH:7]=[CH:6][C:5]([CH2:8][N:10]2[C:14]3[CH:15]=[CH:16][CH:17]=[CH:18][C:13]=3[N:12]=[CH:11]2)=[CH:4][CH:3]=1. The catalyst class is: 689. (3) Reactant: [Cl:1][C:2]1[CH:7]=[CH:6][C:5]([C@:8]2([O:26][C@H:25]([CH2:27][O:28]C(=O)C)[C@@H:20]([O:21]C(=O)C)[C@H:15]([O:16]C(=O)C)[C@H:10]2[O:11]C(=O)C)[OH:9])=[CH:4][C:3]=1[CH2:32][C:33]1[CH:38]=[CH:37][C:36]([O:39]C(=O)C)=[CH:35][CH:34]=1.[OH-].[K+].Cl. Product: [Cl:1][C:2]1[CH:7]=[CH:6][C:5]([C@:8]2([O:26][C@H:25]([CH2:27][OH:28])[C@@H:20]([OH:21])[C@H:15]([OH:16])[C@H:10]2[OH:11])[OH:9])=[CH:4][C:3]=1[CH2:32][C:33]1[CH:34]=[CH:35][C:36]([OH:39])=[CH:37][CH:38]=1. The catalyst class is: 5. (4) Reactant: [C:1]1([C:7]2([C:14]3[CH:19]=[CH:18][CH:17]=[CH:16][CH:15]=3)[NH:11][C:10](=[O:12])[NH:9][C:8]2=[O:13])[CH:6]=[CH:5][CH:4]=[CH:3][CH:2]=1.[H-].[Na+].[C:22]1([C:32](Cl)=[O:33])[C:31]2[C:26](=[CH:27][CH:28]=[CH:29][CH:30]=2)[CH:25]=[CH:24][CH:23]=1.O. Product: [C:22]1([C:32]([N:9]2[C:8](=[O:13])[C:7]([C:1]3[CH:6]=[CH:5][CH:4]=[CH:3][CH:2]=3)([C:14]3[CH:15]=[CH:16][CH:17]=[CH:18][CH:19]=3)[NH:11][C:10]2=[O:12])=[O:33])[C:31]2[C:26](=[CH:27][CH:28]=[CH:29][CH:30]=2)[CH:25]=[CH:24][CH:23]=1. The catalyst class is: 54.